Task: Predict the product of the given reaction.. Dataset: Forward reaction prediction with 1.9M reactions from USPTO patents (1976-2016) Given the reactants [NH:1]1[CH2:4][CH2:3][CH2:2]1.[Br:5][C:6]1[N:11]=[C:10]([CH:12](O)[CH3:13])[CH:9]=[CH:8][CH:7]=1, predict the reaction product. The product is: [N:1]1([CH:12]([C:10]2[CH:9]=[CH:8][CH:7]=[C:6]([Br:5])[N:11]=2)[CH3:13])[CH2:4][CH2:3][CH2:2]1.